From a dataset of Forward reaction prediction with 1.9M reactions from USPTO patents (1976-2016). Predict the product of the given reaction. (1) Given the reactants [Li]CCCC.CCCCCC.[CH3:12][O:13][C:14]1[CH:19]=[CH:18][C:17]([NH:20][C:21](=O)[C:22]([CH3:25])([CH3:24])[CH3:23])=[C:16]([CH3:27])[CH:15]=1.Cl, predict the reaction product. The product is: [C:22]([C:21]1[NH:20][C:17]2[C:16]([CH:27]=1)=[CH:15][C:14]([O:13][CH3:12])=[CH:19][CH:18]=2)([CH3:25])([CH3:24])[CH3:23]. (2) Given the reactants [NH2:1][C:2]1[C:6]2[CH:7]=[C:8]([N+:19]([O-:21])=[O:20])[C:9]([NH:11][C:12](=[O:18])[O:13][C:14]([CH3:17])([CH3:16])[CH3:15])=[CH:10][C:5]=2[O:4][N:3]=1.[C:22](Cl)(=[O:32])[C:23]1[C:24](=[CH:28][CH:29]=[CH:30][CH:31]=1)[C:25](Cl)=[O:26].C(N(CC)CC)C.O.C(Cl)Cl, predict the reaction product. The product is: [O:26]=[C:25]1[C:24]2[C:23](=[CH:31][CH:30]=[CH:29][CH:28]=2)[C:22](=[O:32])[N:1]1[C:2]1[C:6]2[CH:7]=[C:8]([N+:19]([O-:21])=[O:20])[C:9]([NH:11][C:12](=[O:18])[O:13][C:14]([CH3:17])([CH3:16])[CH3:15])=[CH:10][C:5]=2[O:4][N:3]=1. (3) Given the reactants [CH3:1][O:2][C:3]1[CH:4]=[C:5]([CH:16]=[CH:17][CH:18]=1)[CH2:6][N:7]1[C:12]([CH3:13])=[CH:11][C:10]([OH:14])=[CH:9][C:8]1=[O:15].[I:19]N1C(=O)CCC1=O, predict the reaction product. The product is: [CH3:1][O:2][C:3]1[CH:4]=[C:5]([CH:16]=[CH:17][CH:18]=1)[CH2:6][N:7]1[C:12]([CH3:13])=[CH:11][C:10]([OH:14])=[C:9]([I:19])[C:8]1=[O:15]. (4) Given the reactants [CH3:1][C:2]1[O:6][N:5]=[C:4]([C:7]2[CH:12]=[CH:11][CH:10]=[CH:9][CH:8]=2)[C:3]=1[CH2:13][NH:14][C:15]1[CH:23]=[CH:22][C:18]([C:19]([OH:21])=O)=[CH:17][N:16]=1.[NH2:24][CH:25]1[CH2:30][CH2:29][O:28][CH2:27][CH2:26]1, predict the reaction product. The product is: [CH3:1][C:2]1[O:6][N:5]=[C:4]([C:7]2[CH:8]=[CH:9][CH:10]=[CH:11][CH:12]=2)[C:3]=1[CH2:13][NH:14][C:15]1[CH:23]=[CH:22][C:18]([C:19]([NH:24][CH:25]2[CH2:30][CH2:29][O:28][CH2:27][CH2:26]2)=[O:21])=[CH:17][N:16]=1. (5) Given the reactants [C:1]([N:8]1[CH2:13][CH2:12][CH:11]([CH2:14][CH2:15]O)[CH2:10][CH2:9]1)([O:3][C:4]([CH3:7])([CH3:6])[CH3:5])=[O:2].C1(P(C2C=CC=CC=2)C2C=CC=CC=2)C=CC=CC=1.N1C=CN=C1.[I:41]I, predict the reaction product. The product is: [I:41][CH2:15][CH2:14][CH:11]1[CH2:12][CH2:13][N:8]([C:1]([O:3][C:4]([CH3:7])([CH3:6])[CH3:5])=[O:2])[CH2:9][CH2:10]1.